Dataset: Forward reaction prediction with 1.9M reactions from USPTO patents (1976-2016). Task: Predict the product of the given reaction. (1) Given the reactants OO.[Si:3]([O:10][C:11]([CH3:29])([CH3:28])[CH2:12][C:13]([NH:15][CH:16]([C:19]1[CH:24]=[C:23]([Cl:25])[CH:22]=[CH:21][C:20]=1[O:26][CH3:27])[C:17]#[N:18])=[O:14])([C:6]([CH3:9])([CH3:8])[CH3:7])([CH3:5])[CH3:4].C(=O)([O-])[O-:31].[K+].[K+].C(OCC)(=O)C, predict the reaction product. The product is: [NH2:18][C:17](=[O:31])[CH:16]([NH:15][C:13](=[O:14])[CH2:12][C:11]([O:10][Si:3]([C:6]([CH3:7])([CH3:9])[CH3:8])([CH3:4])[CH3:5])([CH3:29])[CH3:28])[C:19]1[CH:24]=[C:23]([Cl:25])[CH:22]=[CH:21][C:20]=1[O:26][CH3:27]. (2) The product is: [CH3:8][O:7][C:5](=[O:6])[CH:4]([CH2:9][C:10]1[CH:11]=[CH:12][C:13]([OH:16])=[CH:14][CH:15]=1)[C:3]([O:2][CH3:1])=[O:24]. Given the reactants [CH3:1][O:2][C:3](=[O:24])[C:4](=[CH:9][C:10]1[CH:15]=[CH:14][C:13]([O:16]CC2C=CC=CC=2)=[CH:12][CH:11]=1)[C:5]([O:7][CH3:8])=[O:6], predict the reaction product. (3) Given the reactants Cl[CH2:2][CH2:3][CH2:4][CH2:5][N:6]1[C:14]([O:15]C)=[N:13][C:12]2[C:7]1=[N:8][C:9]([NH:18][C@@H:19]([CH3:23])[CH2:20][CH2:21][CH3:22])=[N:10][C:11]=2[NH2:17].[NH:24]1[CH2:29][CH2:28][CH2:27][CH2:26][CH2:25]1, predict the reaction product. The product is: [NH2:17][C:11]1[N:10]=[C:9]([NH:18][C@@H:19]([CH3:23])[CH2:20][CH2:21][CH3:22])[N:8]=[C:7]2[C:12]=1[NH:13][C:14](=[O:15])[N:6]2[CH2:5][CH2:4][CH2:3][CH2:2][N:24]1[CH2:29][CH2:28][CH2:27][CH2:26][CH2:25]1. (4) Given the reactants [O:1]=[C:2]([C:9]1[CH:14]=[CH:13][C:12]([C:15]([F:18])([F:17])[F:16])=[CH:11][CH:10]=1)[CH2:3][C:4]([O:6][CH2:7][CH3:8])=[O:5].C(O[CH:24](N(C)C)[N:25]([CH3:27])[CH3:26])(C)(C)C, predict the reaction product. The product is: [CH3:24][N:25]([CH3:27])[CH:26]=[C:3]([C:2](=[O:1])[C:9]1[CH:14]=[CH:13][C:12]([C:15]([F:16])([F:17])[F:18])=[CH:11][CH:10]=1)[C:4]([O:6][CH2:7][CH3:8])=[O:5]. (5) Given the reactants Cl.O1CCOCC1.[CH2:8]([O:10][C:11]([C@H:13]1[CH2:18][CH2:17][CH2:16][N:15]([C:19](=[O:27])[C:20]2[CH:25]=[CH:24][CH:23]=[CH:22][C:21]=2[CH3:26])[C@H:14]1[C:28]1[CH:33]=[CH:32][C:31]([NH:34]C(OC(C)(C)C)=O)=[CH:30][CH:29]=1)=[O:12])[CH3:9].C([O-])(O)=O.[Na+], predict the reaction product. The product is: [CH2:8]([O:10][C:11]([C@H:13]1[CH2:18][CH2:17][CH2:16][N:15]([C:19](=[O:27])[C:20]2[CH:25]=[CH:24][CH:23]=[CH:22][C:21]=2[CH3:26])[C@H:14]1[C:28]1[CH:29]=[CH:30][C:31]([NH2:34])=[CH:32][CH:33]=1)=[O:12])[CH3:9].